This data is from NCI-60 drug combinations with 297,098 pairs across 59 cell lines. The task is: Regression. Given two drug SMILES strings and cell line genomic features, predict the synergy score measuring deviation from expected non-interaction effect. Drug 1: CN(C)C1=NC(=NC(=N1)N(C)C)N(C)C. Drug 2: CCCCCOC(=O)NC1=NC(=O)N(C=C1F)C2C(C(C(O2)C)O)O. Cell line: CAKI-1. Synergy scores: CSS=-4.53, Synergy_ZIP=-1.60, Synergy_Bliss=-7.24, Synergy_Loewe=-4.80, Synergy_HSA=-5.60.